From a dataset of Catalyst prediction with 721,799 reactions and 888 catalyst types from USPTO. Predict which catalyst facilitates the given reaction. Reactant: [Cl-].[Al+3].[Cl-].[Cl-].[S:5]1[C:9]2[NH:10][C:11]([C:13]([O:15][CH2:16][CH3:17])=[O:14])=[CH:12][C:8]=2[CH:7]=[CH:6]1.[Cl:18][C:19]1[CH:27]=[CH:26][C:22]([C:23](Cl)=[O:24])=[CH:21][CH:20]=1. Product: [Cl:18][C:19]1[CH:27]=[CH:26][C:22]([C:23]([C:6]2[S:5][C:9]3[NH:10][C:11]([C:13]([O:15][CH2:16][CH3:17])=[O:14])=[CH:12][C:8]=3[CH:7]=2)=[O:24])=[CH:21][CH:20]=1. The catalyst class is: 68.